This data is from Catalyst prediction with 721,799 reactions and 888 catalyst types from USPTO. The task is: Predict which catalyst facilitates the given reaction. (1) Reactant: Br[C:2]1[N:7]=[C:6]([NH:8][C:9]2[CH:14]=[C:13]([C:15]([F:18])([F:17])[F:16])[CH:12]=[CH:11][N:10]=2)[CH:5]=[CH:4][CH:3]=1.[NH:19]1[CH:23]=[C:22]([CH2:24][CH2:25][C:26]([OH:28])=[O:27])[N:21]=[CH:20]1.[O-]P([O-])([O-])=O.[K+].[K+].[K+]. Product: [F:16][C:15]([F:18])([F:17])[C:13]1[CH:12]=[CH:11][N:10]=[C:9]([NH:8][C:6]2[N:7]=[C:2]([N:19]3[CH:23]=[C:22]([CH2:24][CH2:25][C:26]([OH:28])=[O:27])[N:21]=[CH:20]3)[CH:3]=[CH:4][CH:5]=2)[CH:14]=1. The catalyst class is: 16. (2) Reactant: [NH2:1][CH:2]1[CH2:6][CH2:5][NH:4][CH2:3]1.C(N(C(C)C)CC)(C)C.[C:16]([O:20][C:21](ON=C(C1C=CC=CC=1)C#N)=[O:22])([CH3:19])([CH3:18])[CH3:17]. Product: [NH2:1][CH:2]1[CH2:6][CH2:5][N:4]([C:21]([O:20][C:16]([CH3:19])([CH3:18])[CH3:17])=[O:22])[CH2:3]1. The catalyst class is: 5. (3) Reactant: [C:1]([C:4]1[CH:9]=[CH:8][CH:7]=[CH:6][C:5]=1[CH3:10])([CH3:3])=[CH2:2].[CH3:11][C:12]([C:14]1[CH:19]=[CH:18][CH:17]=[CH:16][CH:15]=1)=[CH2:13]. Product: [C:1]([C:4]1[CH:9]=[CH:8][CH:7]=[CH:6][C:5]=1[CH3:10])([CH3:3])=[CH2:2].[CH3:13][C:12]([C:14]1[CH:19]=[CH:18][CH:17]=[CH:16][CH:15]=1)=[CH2:11]. The catalyst class is: 11. (4) Product: [F:34][C:30]1[CH:29]=[C:28]([C:23]2[C:22]([CH2:21][O:20][C:17]3[CH:18]=[CH:19][C:14]([C:13]([NH:8][CH2:7][C:6]([F:10])([F:9])[F:5])=[O:12])=[CH:15][N:16]=3)=[C:26]([CH3:27])[O:25][N:24]=2)[CH:33]=[CH:32][CH:31]=1. Reactant: C[Al](C)C.[F:5][C:6]([F:10])([F:9])[CH2:7][NH2:8].C[O:12][C:13](=O)[C:14]1[CH:19]=[CH:18][C:17]([O:20][CH2:21][C:22]2[C:23]([C:28]3[CH:33]=[CH:32][CH:31]=[C:30]([F:34])[CH:29]=3)=[N:24][O:25][C:26]=2[CH3:27])=[N:16][CH:15]=1.O. The catalyst class is: 12.